From a dataset of Forward reaction prediction with 1.9M reactions from USPTO patents (1976-2016). Predict the product of the given reaction. (1) Given the reactants [CH3:1][O:2][C:3]1[CH:8]=[CH:7][C:6]([OH:9])=[CH:5][CH:4]=1.[Br:10]Br, predict the reaction product. The product is: [Br:10][C:7]1[CH:8]=[C:3]([O:2][CH3:1])[CH:4]=[CH:5][C:6]=1[OH:9]. (2) The product is: [F:34][C:32]1[CH:31]=[CH:30][C:3]([O:4][C:5]2[CH:22]=[C:21]([C:23]([F:29])([F:28])[C:24]([F:26])([F:27])[F:25])[CH:20]=[CH:19][C:6]=2[C:7]([NH:9][C:10]2[CH:11]=[CH:12][C:13]([C:14]([OH:16])=[O:15])=[CH:17][CH:18]=2)=[O:8])=[C:2]([CH3:36])[CH:33]=1. Given the reactants F[C:2]1[CH:33]=[C:32]([F:34])[CH:31]=[CH:30][C:3]=1[O:4][C:5]1[CH:22]=[C:21]([C:23]([F:29])([F:28])[C:24]([F:27])([F:26])[F:25])[CH:20]=[CH:19][C:6]=1[C:7]([NH:9][C:10]1[CH:18]=[CH:17][C:13]([C:14]([OH:16])=[O:15])=[CH:12][CH:11]=1)=[O:8].F[C:36]1C=CC(O)=C(C)C=1, predict the reaction product. (3) Given the reactants [CH3:1][C:2]1[C:7]([C:8]([OH:10])=O)=[CH:6][N:5]=[C:4]([C:11]2[CH:16]=[CH:15][CH:14]=[CH:13][N:12]=2)[N:3]=1.CN(C(SC1[N+]([O-])=CC=CC=1)=[N+](C)C)C.F[P-](F)(F)(F)(F)F.CCN(C(C)C)C(C)C.[F:48][C:49]1[CH:50]=[C:51]2[C:55](=[CH:56][CH:57]=1)[N:54]([NH2:58])[CH:53]=[C:52]2[CH3:59], predict the reaction product. The product is: [F:48][C:49]1[CH:50]=[C:51]2[C:55](=[CH:56][CH:57]=1)[N:54]([NH:58][C:8]([C:7]1[C:2]([CH3:1])=[N:3][C:4]([C:11]3[CH:16]=[CH:15][CH:14]=[CH:13][N:12]=3)=[N:5][CH:6]=1)=[O:10])[CH:53]=[C:52]2[CH3:59]. (4) Given the reactants C(OC(=O)[NH:7][C:8]1[CH:13]=[C:12](C=C)[C:11]([C:16](F)(F)F)=[CH:10][C:9]=1[NH:20][C:21](=[O:38])[CH2:22][C:23]([C:25]1[CH:30]=[CH:29][CH:28]=[C:27]([C:31]2[CH:36]=[CH:35][N:34]=[C:33]([CH3:37])[CH:32]=2)[CH:26]=1)=O)(C)(C)C.[C:40](O)([C:42]([F:45])([F:44])[F:43])=O, predict the reaction product. The product is: [CH3:37][C:33]1[CH:32]=[C:31]([C:27]2[CH:26]=[C:25]([C:23]3[CH2:22][C:21](=[O:38])[NH:20][C:9]4[CH:10]=[C:40]([C:42]([F:45])([F:44])[F:43])[C:12]([CH:11]=[CH2:16])=[CH:13][C:8]=4[N:7]=3)[CH:30]=[CH:29][CH:28]=2)[CH:36]=[CH:35][N:34]=1. (5) Given the reactants [CH2:1]([N:4]([CH2:10][CH:11]=O)[C:5](=[O:9])[O:6][CH2:7][CH3:8])[CH:2]=[CH2:3].[CH2:13]([NH:20][CH2:21]C(O)=O)[C:14]1[CH:19]=[CH:18][CH:17]=[CH:16][CH:15]=1, predict the reaction product. The product is: [CH2:13]([N:20]1[CH2:21][CH2:3][CH:2]2[CH:11]1[CH2:10][N:4]([C:5]([O:6][CH2:7][CH3:8])=[O:9])[CH2:1]2)[C:14]1[CH:19]=[CH:18][CH:17]=[CH:16][CH:15]=1. (6) The product is: [CH3:1][O:2][C:3]1[CH:4]=[C:5]2[C:9](=[CH:10][CH:11]=1)[N:8]([CH3:17])[CH:7]=[C:6]2[CH2:12][C:13]([O:15][CH3:16])=[O:14]. Given the reactants [CH3:1][O:2][C:3]1[CH:4]=[C:5]2[C:9](=[CH:10][CH:11]=1)[NH:8][CH:7]=[C:6]2[CH2:12][C:13]([O:15][CH3:16])=[O:14].[C:17]([O-])([O-])=O.[K+].[K+].S(OC)(OC)(=O)=O, predict the reaction product. (7) The product is: [ClH:20].[CH2:2]([O:9][C:10]1[CH:19]=[C:18]2[C:13]([C:14]([NH:26][C:25]3[CH:27]=[C:28]([OH:29])[C:22]([Cl:21])=[CH:23][C:24]=3[F:30])=[N:15][CH:16]=[N:17]2)=[CH:12][CH:11]=1)[C:3]1[CH:8]=[CH:7][CH:6]=[CH:5][CH:4]=1. Given the reactants Cl.[CH2:2]([O:9][C:10]1[CH:19]=[C:18]2[C:13]([C:14]([Cl:20])=[N:15][CH:16]=[N:17]2)=[CH:12][CH:11]=1)[C:3]1[CH:8]=[CH:7][CH:6]=[CH:5][CH:4]=1.[Cl:21][C:22]1[C:28]([OH:29])=[CH:27][C:25]([NH2:26])=[C:24]([F:30])[CH:23]=1, predict the reaction product. (8) Given the reactants [Cl:1][C:2]1[CH:11]=[C:10]2[C:5]([CH2:6][CH2:7][CH2:8][C:9]2=O)=[CH:4][CH:3]=1.CN(C)[CH:15]=[O:16].P(Br)(Br)[Br:19], predict the reaction product. The product is: [Br:19][C:9]1[C:10]2[C:5](=[CH:4][CH:3]=[C:2]([Cl:1])[CH:11]=2)[CH2:6][CH2:7][C:8]=1[CH:15]=[O:16]. (9) Given the reactants [CH3:1][O:2][C:3]1[CH:22]=[CH:21][CH:20]=[C:19]([O:23][CH3:24])[C:4]=1[CH2:5][O:6][C:7]1[CH:8]=[C:9]([CH2:13][C:14]([O:16]CC)=[O:15])[CH:10]=[CH:11][CH:12]=1.[OH-].[Na+], predict the reaction product. The product is: [CH3:24][O:23][C:19]1[CH:20]=[CH:21][CH:22]=[C:3]([O:2][CH3:1])[C:4]=1[CH2:5][O:6][C:7]1[CH:8]=[C:9]([CH2:13][C:14]([OH:16])=[O:15])[CH:10]=[CH:11][CH:12]=1.